Dataset: Full USPTO retrosynthesis dataset with 1.9M reactions from patents (1976-2016). Task: Predict the reactants needed to synthesize the given product. (1) Given the product [Br:18][C:19]1[C:20]([OH:29])=[C:21]([CH2:26][CH2:27][N:15]2[CH2:16][CH2:17][N:12]([C:8]3[CH:7]=[CH:6][CH:5]=[C:4]4[C:9]=3[CH:10]=[CH:11][C:2]([CH3:1])=[N:3]4)[CH2:13][CH2:14]2)[C:22]([F:25])=[CH:23][CH:24]=1, predict the reactants needed to synthesize it. The reactants are: [CH3:1][C:2]1[CH:11]=[CH:10][C:9]2[C:4](=[CH:5][CH:6]=[CH:7][C:8]=2[N:12]2[CH2:17][CH2:16][NH:15][CH2:14][CH2:13]2)[N:3]=1.[Br:18][C:19]1[C:20]([OH:29])=[C:21]([CH2:26][CH:27]=O)[C:22]([F:25])=[CH:23][CH:24]=1.[O-]S([O-])(=O)=O.[Na+].[Na+].C(O[BH-](OC(=O)C)OC(=O)C)(=O)C.[Na+].[NH4+].[Cl-]. (2) Given the product [C:1]([O:5][C:6]([N:8]1[C@H:14]([CH2:15][N:21]2[C:17](=[O:27])[C:18]3[C:19](=[CH:23][CH:24]=[CH:25][CH:26]=3)[C:20]2=[O:22])[CH2:13][CH2:12][C@@H:11]2[C@H:9]1[CH2:10]2)=[O:7])([CH3:2])([CH3:3])[CH3:4], predict the reactants needed to synthesize it. The reactants are: [C:1]([O:5][C:6]([N:8]1[C@H:14]([CH2:15]O)[CH2:13][CH2:12][C@@H:11]2[C@H:9]1[CH2:10]2)=[O:7])([CH3:4])([CH3:3])[CH3:2].[C:17]1(=[O:27])[NH:21][C:20](=[O:22])[C:19]2=[CH:23][CH:24]=[CH:25][CH:26]=[C:18]12.C1(P(C2C=CC=CC=2)C2C=CC=CC=2)C=CC=CC=1.CCOC(/N=N/C(OCC)=O)=O.C1(C)C=CC=CC=1. (3) Given the product [NH2:6][CH2:5][C@H:4]([OH:17])[C:3]([N:2]([CH3:19])[CH3:1])=[O:18], predict the reactants needed to synthesize it. The reactants are: [CH3:1][N:2]([CH3:19])[C:3](=[O:18])[C@@H:4]([OH:17])[CH2:5][NH:6]C(=O)OCC1C=CC=CC=1. (4) Given the product [CH:33]1([NH:37][C:31]2[C:3]3[C:4](=[CH:5][C:6]([O:11][CH2:12][C:13]4[CH:14]=[C:15]([S:19]([CH3:27])(=[N:21][C:22]([O:24][CH2:25][CH3:26])=[O:23])=[O:20])[CH:16]=[CH:17][CH:18]=4)=[C:7]([O:9][CH3:10])[CH:8]=3)[N:28]=[CH:29][N:30]=2)[CH2:36][CH2:35][CH2:34]1, predict the reactants needed to synthesize it. The reactants are: C([C:3]1[CH:8]=[C:7]([O:9][CH3:10])[C:6]([O:11][CH2:12][C:13]2[CH:18]=[CH:17][CH:16]=[C:15]([S:19]([CH3:27])(=[N:21][C:22]([O:24][CH2:25][CH3:26])=[O:23])=[O:20])[CH:14]=2)=[CH:5][C:4]=1[N:28]=[CH:29][N:30](C)[CH3:31])#N.[CH:33]1([NH2:37])[CH2:36][CH2:35][CH2:34]1.CCCCCC.ClCCl.CO. (5) Given the product [Br:8][C:9]1[CH:17]=[CH:16][C:15]([S:18]([CH:21]([CH3:23])[CH3:22])(=[O:20])=[O:19])=[CH:14][C:10]=1[C:11]#[N:13], predict the reactants needed to synthesize it. The reactants are: C(N(CC)CC)C.[Br:8][C:9]1[CH:17]=[CH:16][C:15]([S:18]([CH:21]([CH3:23])[CH3:22])(=[O:20])=[O:19])=[CH:14][C:10]=1[C:11]([NH2:13])=O.FC(F)(F)C(OC(=O)C(F)(F)F)=O.